From a dataset of Full USPTO retrosynthesis dataset with 1.9M reactions from patents (1976-2016). Predict the reactants needed to synthesize the given product. Given the product [CH3:3][Si:2]([O:9][P:10]([CH2:16][CH:17]1[CH2:19][CH2:18]1)(=[O:15])[O:11][Si:2]([CH3:5])([CH3:4])[CH3:3])([CH3:5])[CH3:4], predict the reactants needed to synthesize it. The reactants are: Br[Si:2]([CH3:5])([CH3:4])[CH3:3].C([O:9][P:10]([CH2:16][CH:17]1[CH2:19][CH2:18]1)(=[O:15])[O:11]C(C)C)(C)C.